This data is from CYP2C9 inhibition data for predicting drug metabolism from PubChem BioAssay. The task is: Regression/Classification. Given a drug SMILES string, predict its absorption, distribution, metabolism, or excretion properties. Task type varies by dataset: regression for continuous measurements (e.g., permeability, clearance, half-life) or binary classification for categorical outcomes (e.g., BBB penetration, CYP inhibition). Dataset: cyp2c9_veith. (1) The compound is Cc1ccc(C)c(NC(=S)c2ccccn2)c1. The result is 1 (inhibitor). (2) The molecule is O=P1(NCCCl)OCCCN1CCCl. The result is 0 (non-inhibitor). (3) The molecule is O=C(NCCN1CCOCC1)c1ccc(Cl)cc1[N+](=O)[O-]. The result is 0 (non-inhibitor).